Dataset: Full USPTO retrosynthesis dataset with 1.9M reactions from patents (1976-2016). Task: Predict the reactants needed to synthesize the given product. (1) Given the product [C:1]([C:5]1[C:6]([OH:16])=[C:7]([C:8]2[NH:22][C:20](=[O:21])[C:19]3[C:18](=[CH:26][CH:25]=[C:24]([S:27]([C:30]([F:33])([F:31])[F:32])(=[O:29])=[O:28])[CH:23]=3)[N:17]=2)[C:10]([CH2:14][CH3:15])=[C:11]([Cl:13])[CH:12]=1)([CH3:4])([CH3:3])[CH3:2], predict the reactants needed to synthesize it. The reactants are: [C:1]([C:5]1[C:6]([OH:16])=[C:7]([C:10]([CH2:14][CH3:15])=[C:11]([Cl:13])[CH:12]=1)[CH:8]=O)([CH3:4])([CH3:3])[CH3:2].[NH2:17][C:18]1[CH:26]=[CH:25][C:24]([S:27]([C:30]([F:33])([F:32])[F:31])(=[O:29])=[O:28])=[CH:23][C:19]=1[C:20]([NH2:22])=[O:21]. (2) Given the product [OH:27][C@@H:9]([CH2:10][N:11]1[CH2:18][CH:17]2[O:19][CH:13]([CH2:14][NH:15][CH2:16]2)[CH2:12]1)[CH2:8][O:7][C:6]1[CH:28]=[CH:29][C:3]([C:1]#[N:2])=[CH:4][CH:5]=1, predict the reactants needed to synthesize it. The reactants are: [C:1]([C:3]1[CH:29]=[CH:28][C:6]([O:7][CH2:8][C@@H:9]([OH:27])[CH2:10][N:11]2[CH2:18][CH:17]3[O:19][CH:13]([CH2:14][N:15](C(OC(C)(C)C)=O)[CH2:16]3)[CH2:12]2)=[CH:5][CH:4]=1)#[N:2].FC(F)(F)C(O)=O. (3) The reactants are: [H-].[Na+].[CH:3]([N:6]1[CH2:11][CH2:10][CH:9]([CH2:12][OH:13])[CH2:8][CH2:7]1)([CH3:5])[CH3:4].Cl[C:15]1[N:19]([CH3:20])[C:18]([C:21]([C:23]2[CH:28]=[CH:27][C:26]([Cl:29])=[CH:25][CH:24]=2)=[O:22])=[CH:17][N:16]=1. Given the product [Cl:29][C:26]1[CH:25]=[CH:24][C:23]([C:21]([C:18]2[N:19]([CH3:20])[C:15]([O:13][CH2:12][CH:9]3[CH2:10][CH2:11][N:6]([CH:3]([CH3:5])[CH3:4])[CH2:7][CH2:8]3)=[N:16][CH:17]=2)=[O:22])=[CH:28][CH:27]=1, predict the reactants needed to synthesize it. (4) Given the product [CH:1]1([N:4]([CH2:29][C:30]2[CH:35]=[C:34]([CH2:36][CH2:37][CH2:38][O:39][CH3:40])[CH:33]=[C:32]([O:41][CH2:42][CH2:43][O:44][CH3:45])[CH:31]=2)[C:5]([C@H:7]2[C@H:12]([C:13]3[CH:18]=[CH:17][N:16]([CH2:19][CH3:20])[C:15](=[O:21])[CH:14]=3)[CH2:11][CH2:10][NH:9][CH2:8]2)=[O:6])[CH2:3][CH2:2]1, predict the reactants needed to synthesize it. The reactants are: [CH:1]1([N:4]([CH2:29][C:30]2[CH:35]=[C:34]([CH2:36][CH2:37][CH2:38][O:39][CH3:40])[CH:33]=[C:32]([O:41][CH2:42][CH2:43][O:44][CH3:45])[CH:31]=2)[C:5]([C@H:7]2[C@H:12]([C:13]3[CH:18]=[CH:17][N:16]([CH2:19][CH3:20])[C:15](=[O:21])[CH:14]=3)[CH2:11][CH2:10][N:9](C(OC(C)(C)C)=O)[CH2:8]2)=[O:6])[CH2:3][CH2:2]1.Cl. (5) Given the product [CH2:18]([NH:25][CH:14]1[CH2:15][CH2:16][CH:12]([C:5]2[C:4]3[C:8](=[CH:9][CH:10]=[C:2]([F:1])[CH:3]=3)[N:7]([CH3:11])[CH:6]=2)[CH2:13]1)[C:19]1[CH:24]=[CH:23][CH:22]=[CH:21][CH:20]=1, predict the reactants needed to synthesize it. The reactants are: [F:1][C:2]1[CH:3]=[C:4]2[C:8](=[CH:9][CH:10]=1)[N:7]([CH3:11])[CH:6]=[C:5]2[CH:12]1[CH2:16][CH2:15][C:14](=O)[CH2:13]1.[CH2:18]([NH2:25])[C:19]1[CH:24]=[CH:23][CH:22]=[CH:21][CH:20]=1. (6) The reactants are: [Br:1][C:2]1[CH:3]=[C:4]([C:8]2[NH:12][N:11]=[CH:10][N:9]=2)[CH:5]=[CH:6][CH:7]=1.[C:13]([O-])([O-])=O.[K+].[K+].CI. Given the product [Br:1][C:2]1[CH:3]=[C:4]([C:8]2[N:12]([CH3:13])[N:11]=[CH:10][N:9]=2)[CH:5]=[CH:6][CH:7]=1, predict the reactants needed to synthesize it. (7) Given the product [CH2:25]([N:24]([CH3:28])[C:22](=[O:23])[CH2:21][CH:20]1[C:13]2[C:12]([C:3]3[CH:4]=[CH:5][C:6]([C:8]([F:11])([F:9])[F:10])=[CH:7][C:2]=3[F:1])=[CH:17][N:16]=[CH:15][C:14]=2[CH2:18][CH2:19]1)[CH3:26], predict the reactants needed to synthesize it. The reactants are: [F:1][C:2]1[CH:7]=[C:6]([C:8]([F:11])([F:10])[F:9])[CH:5]=[CH:4][C:3]=1[C:12]1[C:13]2[CH:20]([CH2:21][C:22]([N:24]3[CH2:28]C[CH2:26][CH2:25]3)=[O:23])[CH2:19][CH2:18][C:14]=2[CH:15]=[N:16][CH:17]=1.CNCC.